From a dataset of Forward reaction prediction with 1.9M reactions from USPTO patents (1976-2016). Predict the product of the given reaction. (1) Given the reactants [N+](=[CH:3][C:4]([O:6][CH2:7]/[CH:8]=[CH:9]/[C:10]1[CH:15]=[CH:14][C:13]([NH:16][C:17]([O:19][CH2:20][C:21]2[CH:26]=[CH:25][CH:24]=[CH:23][CH:22]=2)=[O:18])=[CH:12][CH:11]=1)=[O:5])=[N-], predict the reaction product. The product is: [O:5]=[C:4]1[O:6][CH2:7][C@H:8]2[C@@H:3]1[C@@H:9]2[C:10]1[CH:15]=[CH:14][C:13]([NH:16][C:17](=[O:18])[O:19][CH2:20][C:21]2[CH:26]=[CH:25][CH:24]=[CH:23][CH:22]=2)=[CH:12][CH:11]=1. (2) Given the reactants [C:1]([O:5][C:6](=[O:54])[N:7]([CH2:17][C@@H:18]([OH:53])[C@@H:19]([NH:29][C:30](=[O:52])[C:31]1[CH:36]=[C:35]([C:37](=[O:48])[NH:38][CH:39]([C:41]2[CH:46]=[CH:45][C:44]([F:47])=[CH:43][CH:42]=2)[CH3:40])[CH:34]=[C:33]([C:49](=[O:51])[CH3:50])[CH:32]=1)[CH2:20][C:21]1[CH:26]=[C:25]([F:27])[CH:24]=[C:23]([F:28])[CH:22]=1)[CH2:8][C:9]1[CH:14]=[CH:13][CH:12]=[C:11]([O:15][CH3:16])[CH:10]=1)([CH3:4])([CH3:3])[CH3:2].[BH4-].[Na+], predict the reaction product. The product is: [C:1]([O:5][C:6](=[O:54])[N:7]([CH2:17][C@@H:18]([OH:53])[C@@H:19]([NH:29][C:30](=[O:52])[C:31]1[CH:32]=[C:33]([CH:49]([OH:51])[CH3:50])[CH:34]=[C:35]([C:37](=[O:48])[NH:38][CH:39]([C:41]2[CH:42]=[CH:43][C:44]([F:47])=[CH:45][CH:46]=2)[CH3:40])[CH:36]=1)[CH2:20][C:21]1[CH:26]=[C:25]([F:27])[CH:24]=[C:23]([F:28])[CH:22]=1)[CH2:8][C:9]1[CH:14]=[CH:13][CH:12]=[C:11]([O:15][CH3:16])[CH:10]=1)([CH3:3])([CH3:4])[CH3:2]. (3) The product is: [NH:8]1[CH2:9][CH2:10][CH:11]([N:14]2[CH:18]=[C:17]([C:19]3[CH:24]=[C:23]([C:36]4[S:37][C:38]5[CH:44]=[CH:43][CH:42]=[C:41]([C:45]([F:48])([F:47])[F:46])[C:39]=5[N:40]=4)[C:22]([NH2:34])=[N:21][CH:20]=3)[CH:16]=[N:15]2)[CH2:12][CH2:13]1. Given the reactants C(OC([N:8]1[CH2:13][CH2:12][CH:11]([N:14]2[CH:18]=[C:17]([C:19]3[CH:20]=[N:21][C:22]([NH2:34])=[C:23](B4OC(C)(C)C(C)(C)O4)[CH:24]=3)[CH:16]=[N:15]2)[CH2:10][CH2:9]1)=O)(C)(C)C.Cl[C:36]1[S:37][C:38]2[CH:44]=[CH:43][CH:42]=[C:41]([C:45]([F:48])([F:47])[F:46])[C:39]=2[N:40]=1.C(=O)([O-])[O-].[K+].[K+].Cl, predict the reaction product. (4) Given the reactants [Cl:1][C:2]1[CH:3]=[C:4]2[C:8](=[C:9]([NH:11][CH:12]3[CH2:17][CH2:16][CH:15]([C:18](O)=[O:19])[CH2:14][CH2:13]3)[CH:10]=1)[NH:7][C:6]([C:21]1[CH:26]=[CH:25][CH:24]=[CH:23][CH:22]=1)=[CH:5]2.[CH3:27][NH2:28], predict the reaction product. The product is: [CH3:27][NH:28][C:18]([CH:15]1[CH2:16][CH2:17][CH:12]([NH:11][C:9]2[CH:10]=[C:2]([Cl:1])[CH:3]=[C:4]3[C:8]=2[NH:7][C:6]([C:21]2[CH:22]=[CH:23][CH:24]=[CH:25][CH:26]=2)=[CH:5]3)[CH2:13][CH2:14]1)=[O:19]. (5) Given the reactants [CH2:1]([C:8]([CH2:19][CH2:20][C:21]1[CH:26]=[CH:25][CH:24]=[CH:23][CH:22]=1)(C(OCC)=O)[C:9]([O:11][CH2:12][CH3:13])=[O:10])[C:2]1[CH:7]=[CH:6][CH:5]=[CH:4][CH:3]=1.[Li+].[Cl-], predict the reaction product. The product is: [CH2:1]([CH:8]([CH2:19][CH2:20][C:21]1[CH:22]=[CH:23][CH:24]=[CH:25][CH:26]=1)[C:9]([O:11][CH2:12][CH3:13])=[O:10])[C:2]1[CH:3]=[CH:4][CH:5]=[CH:6][CH:7]=1. (6) The product is: [Br:17][C:16]1[CH:15]=[C:14]2[C:9]([CH:10]3[CH2:18][CH:13]2[CH2:12][CH2:11]3)=[CH:8][C:7]=1[CH:22]=[O:23]. Given the reactants [Li]CCCC.Br[C:7]1[CH:8]=[C:9]2[C:14](=[CH:15][C:16]=1[Br:17])[CH:13]1[CH2:18][CH:10]2[CH2:11][CH2:12]1.CN([CH:22]=[O:23])C.Cl, predict the reaction product.